This data is from Full USPTO retrosynthesis dataset with 1.9M reactions from patents (1976-2016). The task is: Predict the reactants needed to synthesize the given product. (1) Given the product [F:34][C:31]([F:32])([F:33])[C:6]1[CH:5]=[C:4]([OH:3])[N:9]=[N:8][C:7]=1[C:10]1[CH:11]=[CH:12][C:13]2[C:18](=[N:17][CH:16]=[CH:15][C:14]=2[NH:20][C:21]2[CH:26]=[CH:25][C:24]([C:27]([F:29])([F:30])[F:28])=[CH:23][N:22]=2)[N:19]=1.[BrH:35], predict the reactants needed to synthesize it. The reactants are: C([O:3][C:4]1[N:9]=[N:8][C:7]([C:10]2[N:19]=[C:18]3[C:13]([C:14]([NH:20][C:21]4[CH:26]=[CH:25][C:24]([C:27]([F:30])([F:29])[F:28])=[CH:23][N:22]=4)=[CH:15][CH:16]=[N:17]3)=[CH:12][CH:11]=2)=[C:6]([C:31]([F:34])([F:33])[F:32])[CH:5]=1)C.[BrH:35].CC(O)=O. (2) Given the product [O:10]1[C:6]2[CH:5]=[CH:4][C:3]([CH:1]=[O:12])=[CH:11][C:7]=2[N:8]=[CH:9]1, predict the reactants needed to synthesize it. The reactants are: [CH:1]([C:3]1[CH:4]=[CH:5][C:6]2[O:10][CH:9]=[N:8][C:7]=2[CH:11]=1)=C.[O:12]=[O+][O-].O. (3) Given the product [Cl:39][C:40]1[CH:45]=[C:44]([Cl:46])[CH:43]=[CH:42][C:41]=1[C@:47]1([CH2:66][N:67]2[CH:71]=[CH:70][N:69]=[CH:68]2)[O:51][C@@H:50]([CH2:52][O:53][C:54]2[CH:55]=[CH:56][C:57]([N:60]3[CH2:61][CH2:62][N:63]([C:117]([NH:116][C@@H:108]([CH2:109][C:110]4[CH:115]=[CH:114][CH:113]=[CH:112][CH:111]=4)[C:107]([O:106][CH3:105])=[O:119])=[O:118])[CH2:64][CH2:65]3)=[CH:58][CH:59]=2)[CH2:49][O:48]1, predict the reactants needed to synthesize it. The reactants are: ClC1C=C(Cl)C=CC=1[C@@]1(CN2C=CN=C2)O[C@H](COC2C=CC(N3CCN(C(NCC)=O)CC3)=CC=2)CO1.[Cl:39][C:40]1[CH:45]=[C:44]([Cl:46])[CH:43]=[CH:42][C:41]=1[C@:47]1([CH2:66][N:67]2[CH:71]=[CH:70][N:69]=[CH:68]2)[O:51][C@@H:50]([CH2:52][O:53][C:54]2[CH:59]=[CH:58][C:57]([N:60]3[CH2:65][CH2:64][NH:63][CH2:62][CH2:61]3)=[CH:56][CH:55]=2)[CH2:49][O:48]1.ClC1C=C(Cl)C=CC=1[C@@]1(CN2C=CN=C2)O[C@H](COC2C=CC(N3CCNCC3)=CC=2)CO1.[CH3:105][O:106][C:107](=[O:119])[C@@H:108]([N:116]=[C:117]=[O:118])[CH2:109][C:110]1[CH:115]=[CH:114][CH:113]=[CH:112][CH:111]=1.C(N=C=O)C. (4) The reactants are: [C:1]([C:3]1[CH:8]=[CH:7][C:6]([C:9]2[CH:14]=[C:13]([C:15]([F:18])([F:17])[F:16])[CH:12]=[C:11]([C@H:19]([O:21][CH2:22][C:23]3([C:36]4[CH:41]=[CH:40][CH:39]=[CH:38][CH:37]=4)[CH2:28][CH2:27][N:26](C(OC(C)(C)C)=O)[CH2:25][CH2:24]3)[CH3:20])[CH:10]=2)=[CH:5][CH:4]=1)#[N:2]. Given the product [C:36]1([C:23]2([CH2:22][O:21][C@@H:19]([C:11]3[CH:10]=[C:9]([C:6]4[CH:5]=[CH:4][C:3]([C:1]#[N:2])=[CH:8][CH:7]=4)[CH:14]=[C:13]([C:15]([F:17])([F:18])[F:16])[CH:12]=3)[CH3:20])[CH2:28][CH2:27][NH:26][CH2:25][CH2:24]2)[CH:37]=[CH:38][CH:39]=[CH:40][CH:41]=1, predict the reactants needed to synthesize it. (5) Given the product [NH4+:15].[OH-:2].[F:47][C:38]1[CH:39]=[CH:40][C:41]([C:43]([F:44])([F:45])[F:46])=[CH:42][C:37]=1[NH:36][C:35]([N:31]1[C:32]2[C:28](=[CH:27][C:26]([O:25][C:21]3[C:22]4[CH2:23][CH2:24][NH:15][CH2:16][C:17]=4[N:18]=[CH:19][N:20]=3)=[CH:34][CH:33]=2)[CH:29]=[CH:30]1)=[O:48], predict the reactants needed to synthesize it. The reactants are: C(O)(C(F)(F)F)=[O:2].C(OC([N:15]1[CH2:24][CH2:23][C:22]2[C:21]([O:25][C:26]3[CH:27]=[C:28]4[C:32](=[CH:33][CH:34]=3)[N:31]([C:35](=[O:48])[NH:36][C:37]3[CH:42]=[C:41]([C:43]([F:46])([F:45])[F:44])[CH:40]=[CH:39][C:38]=3[F:47])[CH:30]=[CH:29]4)=[N:20][CH:19]=[N:18][C:17]=2[CH2:16]1)=O)(C)(C)C. (6) The reactants are: [CH3:1][O:2][C:3]1[C:4]([CH3:12])=[C:5]([CH:9]=[CH:10][CH:11]=1)[C:6]([OH:8])=O.[F:13][C:14]1([F:32])[CH2:19][CH2:18][C:17]([CH2:30][NH2:31])([C:20]2[CH:21]=[N:22][C:23]([C:26]([F:29])([F:28])[F:27])=[CH:24][CH:25]=2)[CH2:16][CH2:15]1. Given the product [F:32][C:14]1([F:13])[CH2:15][CH2:16][C:17]([CH2:30][NH:31][C:6](=[O:8])[C:5]2[CH:9]=[CH:10][CH:11]=[C:3]([O:2][CH3:1])[C:4]=2[CH3:12])([C:20]2[CH:21]=[N:22][C:23]([C:26]([F:27])([F:28])[F:29])=[CH:24][CH:25]=2)[CH2:18][CH2:19]1, predict the reactants needed to synthesize it. (7) Given the product [C:1]([O:5][C:6]([N:8]1[CH2:13][CH2:12][N:11]([C:14]2[C:19]([CH:30]3[CH2:32][CH2:31]3)=[CH:18][C:17]([CH:42]3[CH2:36][CH2:37]3)=[CH:16][N:15]=2)[CH2:10][CH2:9]1)=[O:7])([CH3:4])([CH3:3])[CH3:2], predict the reactants needed to synthesize it. The reactants are: [C:1]([O:5][C:6]([N:8]1[CH2:13][CH2:12][N:11]([C:14]2[C:19](Br)=[CH:18][C:17](Br)=[CH:16][N:15]=2)[CH2:10][CH2:9]1)=[O:7])([CH3:4])([CH3:3])[CH3:2].P([O-])([O-])([O-])=O.[K+].[K+].[K+].[CH:30]1(B(O)O)[CH2:32][CH2:31]1.[C:36]1([CH3:42])C=CC=C[CH:37]=1. (8) Given the product [C:1]([O:5][C:6]([N:8]1[CH2:9][CH2:10][C:11](=[O:14])[C:12]2([CH2:16][CH2:15]2)[CH2:13]1)=[O:7])([CH3:4])([CH3:2])[CH3:3], predict the reactants needed to synthesize it. The reactants are: [C:1]([O:5][C:6]([N:8]1[CH2:13][CH2:12][C:11](=[O:14])[CH2:10][CH2:9]1)=[O:7])([CH3:4])([CH3:3])[CH3:2].[C:15](O[K])(C)(C)[CH3:16].[I-].ClCC[S+](C)C.O. (9) The reactants are: Cl[CH2:2][C@@H:3]1[CH2:7][O:6]C(C)(C)[O:4]1.[Br:10][C:11]1[CH:16]=[CH:15][C:14]([NH:17][C:18]2[C:27]3[C:26](=[O:28])[NH:25][CH:24]=[N:23][C:22]=3[N:21]([CH3:29])[C:20](=[O:30])[C:19]=2[CH3:31])=[C:13]([F:32])[CH:12]=1.Cl. Given the product [Br:10][C:11]1[CH:16]=[CH:15][C:14]([NH:17][C:18]2[C:27]3[C:26](=[O:28])[N:25]([CH2:2][C@@H:3]([OH:4])[CH2:7][OH:6])[CH:24]=[N:23][C:22]=3[N:21]([CH3:29])[C:20](=[O:30])[C:19]=2[CH3:31])=[C:13]([F:32])[CH:12]=1, predict the reactants needed to synthesize it.